Dataset: Full USPTO retrosynthesis dataset with 1.9M reactions from patents (1976-2016). Task: Predict the reactants needed to synthesize the given product. (1) Given the product [CH:1]1([CH2:7][C:8]2[N:9]=[C:10]([C:13]3[N:17]=[C:16]([CH2:18][C:19]([CH3:24])([CH3:25])[C:20]([OH:22])=[O:21])[O:15][N:14]=3)[S:11][C:12]=2[C:27]2[CH:32]=[CH:31][C:30]([S:33](=[O:35])(=[O:34])[NH:36][C@@H:37]([CH3:42])[C:38]([F:40])([F:39])[F:41])=[CH:29][C:28]=2[O:43][C:44]([F:47])([F:45])[F:46])[CH2:2][CH2:3][CH2:4][CH2:5][CH2:6]1, predict the reactants needed to synthesize it. The reactants are: [CH:1]1([CH2:7][C:8]2[N:9]=[C:10]([C:13]3[N:17]=[C:16]([CH2:18][C:19]([CH3:25])([CH3:24])[C:20]([O:22]C)=[O:21])[O:15][N:14]=3)[S:11][CH:12]=2)[CH2:6][CH2:5][CH2:4][CH2:3][CH2:2]1.Br[C:27]1[CH:32]=[CH:31][C:30]([S:33]([NH:36][C@@H:37]([CH3:42])[C:38]([F:41])([F:40])[F:39])(=[O:35])=[O:34])=[CH:29][C:28]=1[O:43][C:44]([F:47])([F:46])[F:45]. (2) Given the product [F:19][CH:2]([F:1])[C:3]1[CH:7]=[C:6]([CH:8]([F:10])[F:9])[N:5]([CH2:11][C:12]([OH:14])=[O:13])[N:4]=1, predict the reactants needed to synthesize it. The reactants are: [F:1][CH:2]([F:19])[C:3]1[CH:7]=[C:6]([CH:8]([F:10])[F:9])[N:5]([CH2:11][C:12]([O:14]C(C)(C)C)=[O:13])[N:4]=1.C(O)(C(F)(F)F)=O.C(Cl)Cl.